This data is from NCI-60 drug combinations with 297,098 pairs across 59 cell lines. The task is: Regression. Given two drug SMILES strings and cell line genomic features, predict the synergy score measuring deviation from expected non-interaction effect. (1) Drug 1: COC1=NC(=NC2=C1N=CN2C3C(C(C(O3)CO)O)O)N. Drug 2: C1CN(CCN1C(=O)CCBr)C(=O)CCBr. Cell line: 786-0. Synergy scores: CSS=8.27, Synergy_ZIP=-4.94, Synergy_Bliss=0.645, Synergy_Loewe=-11.9, Synergy_HSA=-2.28. (2) Synergy scores: CSS=33.2, Synergy_ZIP=-8.97, Synergy_Bliss=-5.21, Synergy_Loewe=-3.89, Synergy_HSA=4.67. Drug 1: CCC1(C2=C(COC1=O)C(=O)N3CC4=CC5=C(C=CC(=C5CN(C)C)O)N=C4C3=C2)O.Cl. Drug 2: C1C(C(OC1N2C=NC(=NC2=O)N)CO)O. Cell line: SK-MEL-2. (3) Drug 1: C(CC(=O)O)C(=O)CN.Cl. Drug 2: B(C(CC(C)C)NC(=O)C(CC1=CC=CC=C1)NC(=O)C2=NC=CN=C2)(O)O. Cell line: MDA-MB-231. Synergy scores: CSS=61.0, Synergy_ZIP=-2.12, Synergy_Bliss=-0.205, Synergy_Loewe=-1.75, Synergy_HSA=0.162.